From a dataset of Forward reaction prediction with 1.9M reactions from USPTO patents (1976-2016). Predict the product of the given reaction. (1) The product is: [CH2:21]([O:23][C:24](=[O:31])[CH2:25][N:26]([C:27]([CH3:30])([CH3:29])[CH3:28])[C:12]([C:10]1[CH:9]=[N:8][C:7]([N:15]2[CH2:18][C:17]([F:20])([F:19])[CH2:16]2)=[C:6]([O:5][CH2:4][CH:1]2[CH2:2][CH2:3]2)[N:11]=1)=[O:14])[CH3:22]. Given the reactants [CH:1]1([CH2:4][O:5][C:6]2[N:11]=[C:10]([C:12]([OH:14])=O)[CH:9]=[N:8][C:7]=2[N:15]2[CH2:18][C:17]([F:20])([F:19])[CH2:16]2)[CH2:3][CH2:2]1.[CH2:21]([O:23][C:24](=[O:31])[CH2:25][NH:26][C:27]([CH3:30])([CH3:29])[CH3:28])[CH3:22], predict the reaction product. (2) Given the reactants [Br:1][C:2]1[CH:3]=[N:4][N:5]([CH2:8][C:9]2([O:15][CH2:16][CH:17]=[O:18])[CH2:14][CH2:13][CH2:12][CH2:11][CH2:10]2)[C:6]=1[CH3:7].CC(=CC)C.[O-:24]Cl=O.[Na+].[NH4+].[Cl-], predict the reaction product. The product is: [Br:1][C:2]1[CH:3]=[N:4][N:5]([CH2:8][C:9]2([O:15][CH2:16][C:17]([OH:24])=[O:18])[CH2:14][CH2:13][CH2:12][CH2:11][CH2:10]2)[C:6]=1[CH3:7]. (3) Given the reactants [Br:1][C:2]1[CH:3]=[CH:4][CH:5]=[C:6]2[C:10]=1[NH:9][C:8](=[O:11])[C:7]2([C:14]1[C:22](O)=[CH:21][C:17]2[O:18][CH2:19][O:20][C:16]=2[CH:15]=1)[CH2:12][OH:13].C(P(CCCC)CCCC)CCC.N(C(OC(C)(C)C)=O)=NC(OC(C)(C)C)=O, predict the reaction product. The product is: [Br:1][C:2]1[CH:3]=[CH:4][CH:5]=[C:6]2[C:10]=1[NH:9][C:8](=[O:11])[C:7]12[C:14]2=[CH:15][C:16]3[O:20][CH2:19][O:18][C:17]=3[CH:21]=[C:22]2[O:13][CH2:12]1. (4) Given the reactants [S:1]1([C:12]2[C:7](=[CH:8][CH:9]=[CH:10][CH:11]=2)[C:5](=O)[NH:4]1)(=[O:3])=[O:2].O1CCOCC1.S(Cl)([Cl:21])=O, predict the reaction product. The product is: [Cl:21][C:5]1[C:7]2[CH:8]=[CH:9][CH:10]=[CH:11][C:12]=2[S:1](=[O:3])(=[O:2])[N:4]=1. (5) Given the reactants [CH2:1]([O:8][C:9]1[CH:16]=[C:15]([O:17][CH3:18])[CH:14]=[CH:13][C:10]=1[CH:11]=[O:12])[C:2]1[CH:7]=[CH:6][CH:5]=[CH:4][CH:3]=1.[H-].[Al+3].[Li+].[H-].[H-].[H-].O.O.O.O.O.O.O.O.O.O.[O-]S([O-])(=O)=O.[Na+].[Na+], predict the reaction product. The product is: [CH2:1]([O:8][C:9]1[CH:16]=[C:15]([O:17][CH3:18])[CH:14]=[CH:13][C:10]=1[CH2:11][OH:12])[C:2]1[CH:3]=[CH:4][CH:5]=[CH:6][CH:7]=1. (6) Given the reactants [C:1](Cl)(Cl)=[S:2].[C:5]([O-])([O-])=O.[K+].[K+].[CH:11]1([NH2:20])[C:19]2[C:14](=[CH:15][CH:16]=[CH:17][CH:18]=2)[CH2:13][CH2:12]1.[OH-].[K+], predict the reaction product. The product is: [N:20]([CH:11]1[C:19]2[C:14](=[C:15]([CH3:5])[CH:16]=[CH:17][CH:18]=2)[CH2:13][CH2:12]1)=[C:1]=[S:2]. (7) Given the reactants [NH2:1][C:2]1[N:3]=[C:4]2[CH:9]=[CH:8][C:7]([O:10][C:11]3[CH:12]=[C:13]([NH:17][C:18](=[O:30])[C:19]4[CH:24]=[CH:23][CH:22]=[C:21]([C:25]5([C:28]#[N:29])[CH2:27][CH2:26]5)[CH:20]=4)[CH:14]=[CH:15][CH:16]=3)=[N:6][N:5]2[CH:31]=1.C(N(CC)CC)C.[C:39]([O:42][CH2:43][C:44](Cl)=[O:45])(=[O:41])[CH3:40], predict the reaction product. The product is: [C:39]([O:42][CH2:43][C:44]([NH:1][C:2]1[N:3]=[C:4]2[CH:9]=[CH:8][C:7]([O:10][C:11]3[CH:16]=[CH:15][CH:14]=[C:13]([NH:17][C:18](=[O:30])[C:19]4[CH:24]=[CH:23][CH:22]=[C:21]([C:25]5([C:28]#[N:29])[CH2:27][CH2:26]5)[CH:20]=4)[CH:12]=3)=[N:6][N:5]2[CH:31]=1)=[O:45])(=[O:41])[CH3:40].